Dataset: Reaction yield outcomes from USPTO patents with 853,638 reactions. Task: Predict the reaction yield, written as a fraction of the theoretical maximum amount of product (1.0 means a 100% yield; for example, 0.34 means a 34% yield). (1) The reactants are [CH3:1][C:2]1([C:17]([O-:19])=[O:18])[CH2:6][CH2:5][N:4]([C:7]([O:9][CH2:10][C:11]2[CH:16]=[CH:15][CH:14]=[CH:13][CH:12]=2)=[O:8])[CH2:3]1.[CH3:20][Si]([N-][Si](C)(C)C)(C)C.[Li+].CI.[Cl-].[NH4+]. The catalyst is C1COCC1. The yield is 0.750. The product is [CH3:1][C:2]1([C:17]([O:19][CH3:20])=[O:18])[CH2:6][CH2:5][N:4]([C:7]([O:9][CH2:10][C:11]2[CH:16]=[CH:15][CH:14]=[CH:13][CH:12]=2)=[O:8])[CH2:3]1. (2) No catalyst specified. The product is [Cl:19][C:9]1[CH:8]=[C:7]([C:2]2[CH:3]=[CH:4][CH:5]=[CH:6][N:1]=2)[N:12]=[C:11]2[CH:13]=[CH:14][S:15][C:10]=12. The yield is 0.620. The reactants are [N:1]1[CH:6]=[CH:5][CH:4]=[CH:3][C:2]=1[C:7]1[N:12]=[C:11]2[CH:13]=[CH:14][S:15][C:10]2=[C:9](O)[CH:8]=1.P(Cl)(Cl)([Cl:19])=O.